Dataset: Catalyst prediction with 721,799 reactions and 888 catalyst types from USPTO. Task: Predict which catalyst facilitates the given reaction. (1) Reactant: [H-].[Al+3].[Li+].[H-].[H-].[H-].[C:7]([O:11][C:12](=[O:23])[NH:13][C@H:14]([CH3:22])[CH2:15][C:16](N(OC)C)=[O:17])([CH3:10])([CH3:9])[CH3:8]. Product: [C:7]([O:11][C:12](=[O:23])[NH:13][C@H:14]([CH3:22])[CH2:15][CH:16]=[O:17])([CH3:10])([CH3:8])[CH3:9]. The catalyst class is: 7. (2) Reactant: [CH:15]1[CH:16]=[C:17]([C:18]([OH:20])=O)[C:12]([S:11][S:11][C:12]2[C:17]([C:18]([OH:20])=O)=[CH:16][CH:15]=[CH:14][CH:13]=2)=[CH:13][CH:14]=1.[F:21][C:22]1[CH:32]=[CH:31][C:25]([O:26][CH2:27][C:28]([OH:30])=[O:29])=[CH:24][CH:23]=1. Product: [F:21][C:22]1[C:23]2[C:18](=[O:20])[C:17]3[C:12](=[CH:13][CH:14]=[CH:15][CH:16]=3)[S:11][C:24]=2[C:25]([O:26][CH2:27][C:28]([OH:30])=[O:29])=[CH:31][CH:32]=1. The catalyst class is: 65. (3) Reactant: Cl[C:2]1[C:7]([C:8]#[N:9])=[C:6]([CH2:10][O:11][CH3:12])[N:5]=[C:4]([NH:13][C:14]([NH:16][C@@H:17]([C:19]2[CH:24]=[CH:23][CH:22]=[CH:21][CH:20]=2)[CH3:18])=[O:15])[CH:3]=1.O.[NH2:26][NH2:27]. Product: [NH2:9][C:8]1[C:7]2[C:6]([CH2:10][O:11][CH3:12])=[N:5][C:4]([NH:13][C:14]([NH:16][C@@H:17]([C:19]3[CH:24]=[CH:23][CH:22]=[CH:21][CH:20]=3)[CH3:18])=[O:15])=[CH:3][C:2]=2[NH:27][N:26]=1. The catalyst class is: 14. (4) Reactant: [CH3:1][C:2]1[O:6][C:5]([C:7]2[CH:30]=[CH:29][C:10]([O:11][C:12]3[CH:13]=[C:14]([CH:18]=[C:19]([O:21][CH:22]4[CH2:26][CH2:25][N:24]([CH3:27])[C:23]4=[O:28])[CH:20]=3)[C:15]([OH:17])=O)=[CH:9][CH:8]=2)=[N:4][N:3]=1.N#N.Cl.CN(C)CCCN=C=NCC.[NH2:45][C:46]1[S:47][CH:48]=[CH:49][N:50]=1. Product: [CH3:1][C:2]1[O:6][C:5]([C:7]2[CH:8]=[CH:9][C:10]([O:11][C:12]3[CH:13]=[C:14]([CH:18]=[C:19]([O:21][C@H:22]4[CH2:26][CH2:25][N:24]([CH3:27])[C:23]4=[O:28])[CH:20]=3)[C:15]([NH:45][C:46]3[S:47][CH:48]=[CH:49][N:50]=3)=[O:17])=[CH:29][CH:30]=2)=[N:4][N:3]=1. The catalyst class is: 172.